Dataset: Peptide-MHC class I binding affinity with 185,985 pairs from IEDB/IMGT. Task: Regression. Given a peptide amino acid sequence and an MHC pseudo amino acid sequence, predict their binding affinity value. This is MHC class I binding data. (1) The binding affinity (normalized) is 0.539. The MHC is HLA-A02:02 with pseudo-sequence HLA-A02:02. The peptide sequence is SLFNTVATV. (2) The peptide sequence is HRDGKPRYL. The MHC is HLA-A31:01 with pseudo-sequence HLA-A31:01. The binding affinity (normalized) is 0.0847. (3) The peptide sequence is RLIWSHHHI. The binding affinity (normalized) is 0. The MHC is HLA-A11:01 with pseudo-sequence HLA-A11:01. (4) The MHC is Mamu-B01 with pseudo-sequence Mamu-B01. The peptide sequence is DMVNETSSCIA. The binding affinity (normalized) is 0. (5) The peptide sequence is YNFATCGIF. The MHC is HLA-B07:02 with pseudo-sequence HLA-B07:02. The binding affinity (normalized) is 0. (6) The peptide sequence is LHTEFQTVSF. The MHC is Mamu-B17 with pseudo-sequence Mamu-B17. The binding affinity (normalized) is 0.372. (7) The peptide sequence is LDESFLGRY. The MHC is HLA-A30:02 with pseudo-sequence HLA-A30:02. The binding affinity (normalized) is 0.529. (8) The peptide sequence is ALYSYASAK. The MHC is HLA-B08:02 with pseudo-sequence HLA-B08:02. The binding affinity (normalized) is 0.0847. (9) The peptide sequence is RLRRRRHPL. The MHC is HLA-B08:01 with pseudo-sequence HLA-B08:01. The binding affinity (normalized) is 0.898. (10) The peptide sequence is AFMATNKAY. The MHC is HLA-B18:01 with pseudo-sequence HLA-B18:01. The binding affinity (normalized) is 0.0847.